Dataset: Reaction yield outcomes from USPTO patents with 853,638 reactions. Task: Predict the reaction yield, written as a fraction of the theoretical maximum amount of product (1.0 means a 100% yield; for example, 0.34 means a 34% yield). The reactants are [CH2:1]([O:3][C:4]([C:6]1[CH:10]=[C:9]([C:11]2[CH:16]=[CH:15][C:14]([F:17])=[CH:13][CH:12]=2)[N:8]([CH3:18])[N:7]=1)=[O:5])[CH3:2].[I:19]I.[N+]([O-])([O-])=O.[NH4+].[Ce]. The catalyst is C(#N)C. The product is [CH2:1]([O:3][C:4]([C:6]1[C:10]([I:19])=[C:9]([C:11]2[CH:16]=[CH:15][C:14]([F:17])=[CH:13][CH:12]=2)[N:8]([CH3:18])[N:7]=1)=[O:5])[CH3:2]. The yield is 0.960.